This data is from Catalyst prediction with 721,799 reactions and 888 catalyst types from USPTO. The task is: Predict which catalyst facilitates the given reaction. (1) Product: [N:1]1([C:10]#[N:12])[C:5]2=[N:6][CH:7]=[CH:8][CH:9]=[C:4]2[CH:3]=[CH:2]1. The catalyst class is: 154. Reactant: [NH:1]1[C:5]2=[N:6][CH:7]=[CH:8][CH:9]=[C:4]2[CH:3]=[CH:2]1.[CH2:10]([N:12](CC)CC)C.N#CBr.O. (2) Reactant: [C:1]([O:4][CH2:5][CH2:6][O:7][C:8]1[C:9]([F:56])=[C:10]([C@@H:16]([NH:39][C:40]2[CH:45]=[CH:44][C:43]([C:46]([NH2:55])=[N:47][C:48]([O:50][CH2:51][C:52]([CH3:54])=[CH2:53])=[O:49])=[CH:42][CH:41]=2)[C:17]2[N:18]=[C:19]([O:28][CH2:29][O:30][C:31](=[O:38])[C:32]([CH3:37])([CH3:36])[CH2:33][O:34][CH3:35])[N:20]([C:22]3[N:27]=[CH:26][CH:25]=[CH:24][N:23]=3)[N:21]=2)[CH:11]=[C:12]([O:14][CH3:15])[CH:13]=1)(=[O:3])[CH3:2].[CH3:57][S:58]([OH:61])(=[O:60])=[O:59]. Product: [CH3:57][S:58]([OH:61])(=[O:60])=[O:59].[C:1]([O:4][CH2:5][CH2:6][O:7][C:8]1[C:9]([F:56])=[C:10]([C@@H:16]([NH:39][C:40]2[CH:41]=[CH:42][C:43]([C:46]([NH2:55])=[N:47][C:48]([O:50][CH2:51][C:52]([CH3:54])=[CH2:53])=[O:49])=[CH:44][CH:45]=2)[C:17]2[N:18]=[C:19]([O:28][CH2:29][O:30][C:31](=[O:38])[C:32]([CH3:37])([CH3:36])[CH2:33][O:34][CH3:35])[N:20]([C:22]3[N:27]=[CH:26][CH:25]=[CH:24][N:23]=3)[N:21]=2)[CH:11]=[C:12]([O:14][CH3:15])[CH:13]=1)(=[O:3])[CH3:2]. The catalyst class is: 13. (3) Reactant: F[C:2]1[CH:7]=[CH:6][C:5]([CH3:8])=[CH:4][N:3]=1.[C-:9]#[N:10].[Na+].O. Product: [CH3:8][C:5]1[CH:6]=[CH:7][C:2]([C:9]#[N:10])=[N:3][CH:4]=1. The catalyst class is: 16.